Predict which catalyst facilitates the given reaction. From a dataset of Catalyst prediction with 721,799 reactions and 888 catalyst types from USPTO. (1) Reactant: CN(C)C(N(C)C)=N.[CH3:9][O:10][C:11](=[O:40])[CH:12](P(OC)(OC)=O)[NH:13][C:14](=[O:33])[C:15]1[CH:20]=[CH:19][C:18]([C:21]([NH:23][CH2:24][C:25]2[CH:30]=[CH:29][CH:28]=[C:27]([OH:31])[CH:26]=2)=[O:22])=[CH:17][C:16]=1[Cl:32].[CH2:41]([C:43]1[S:44][C:45]([CH:51]=O)=[C:46]([CH:48]([CH3:50])[CH3:49])[N:47]=1)[CH3:42].O. Product: [CH3:9][O:10][C:11](=[O:40])/[C:12](/[NH:13][C:14](=[O:33])[C:15]1[CH:20]=[CH:19][C:18]([C:21]([NH:23][CH2:24][C:25]2[CH:30]=[CH:29][CH:28]=[C:27]([OH:31])[CH:26]=2)=[O:22])=[CH:17][C:16]=1[Cl:32])=[CH:51]/[C:45]1[S:44][C:43]([CH2:41][CH3:42])=[N:47][C:46]=1[CH:48]([CH3:49])[CH3:50]. The catalyst class is: 4. (2) Reactant: [CH:1]1([C:7]2[C:8]3[CH:9]=[CH:10][C:11]([C:32]([O:34]C)=[O:33])=[CH:12][C:13]=3[N:14]3[C:21]=2[C:20]2[CH:22]=[CH:23][CH:24]=[CH:25][C:19]=2[N:18]([CH2:26][CH2:27][N:28]([CH3:30])[CH3:29])[C:17](=O)[CH2:16][CH2:15]3)[CH2:6][CH2:5][CH2:4][CH2:3][CH2:2]1.S(C)C.CO.[OH-].[Na+]. Product: [CH:1]1([C:7]2[C:8]3[CH:9]=[CH:10][C:11]([C:32]([OH:34])=[O:33])=[CH:12][C:13]=3[N:14]3[C:21]=2[C:20]2[CH:22]=[CH:23][CH:24]=[CH:25][C:19]=2[N:18]([CH2:26][CH2:27][N:28]([CH3:30])[CH3:29])[CH2:17][CH2:16][CH2:15]3)[CH2:2][CH2:3][CH2:4][CH2:5][CH2:6]1. The catalyst class is: 1.